This data is from Full USPTO retrosynthesis dataset with 1.9M reactions from patents (1976-2016). The task is: Predict the reactants needed to synthesize the given product. (1) Given the product [C:34]([NH:2][C@@H:3]1[CH2:8][CH2:7][C@H:6]([NH:9][C:10]([C:12]2[C:16]3=[N:17][CH:18]=[CH:19][C:20]([C:21]4[CH:26]=[C:25]([F:27])[CH:24]=[CH:23][C:22]=4[O:28][CH2:29][CH:30]4[CH2:31][CH2:32]4)=[C:15]3[NH:14][C:13]=2[CH3:33])=[O:11])[CH2:5][CH2:4]1)(=[O:36])[CH3:35], predict the reactants needed to synthesize it. The reactants are: Cl.[NH2:2][C@@H:3]1[CH2:8][CH2:7][C@H:6]([NH:9][C:10]([C:12]2[C:16]3=[N:17][CH:18]=[CH:19][C:20]([C:21]4[CH:26]=[C:25]([F:27])[CH:24]=[CH:23][C:22]=4[O:28][CH2:29][CH:30]4[CH2:32][CH2:31]4)=[C:15]3[NH:14][C:13]=2[CH3:33])=[O:11])[CH2:5][CH2:4]1.[C:34](Cl)(=[O:36])[CH3:35]. (2) Given the product [C:2]1([CH3:1])[CH:10]=[CH:9][C:5]([C:6]2[CH:13]=[C:12]([CH2:11][NH:14][C:15](=[O:23])[NH:16][C:17]3[CH:18]=[CH:19][CH:20]=[CH:21][CH:22]=3)[O:8][N:7]=2)=[CH:4][CH:3]=1, predict the reactants needed to synthesize it. The reactants are: [CH3:1][C:2]1[CH:10]=[CH:9][C:5]([CH:6]=[N:7][OH:8])=[CH:4][CH:3]=1.[CH2:11]([NH:14][C:15](=[O:23])[NH:16][C:17]1[CH:22]=[CH:21][CH:20]=[CH:19][CH:18]=1)[C:12]#[CH:13].Cl[O-].[Na+].O. (3) Given the product [Br:1][C:2]1[CH:7]=[CH:6][C:5]([I:27])=[C:4]([O:9][CH3:10])[CH:3]=1, predict the reactants needed to synthesize it. The reactants are: [Br:1][C:2]1[CH:7]=[CH:6][C:5](N)=[C:4]([O:9][CH3:10])[CH:3]=1.O.C1(C)C=CC(S(O)(=O)=O)=CC=1.N([O-])=O.[Na+].[I-:27].[K+]. (4) Given the product [Cl:8][C:9]1[CH:37]=[CH:36][CH:35]=[C:34]([Cl:38])[C:10]=1[C:11]([NH:13][C:14]1[CH:26]=[C:25]([O:27][C:28]2[CH:33]=[CH:32][CH:31]=[CH:30][CH:29]=2)[CH:24]=[CH:23][C:15]=1[C:16]([OH:18])=[O:17])=[O:12], predict the reactants needed to synthesize it. The reactants are: FC(F)(F)C(O)=O.[Cl:8][C:9]1[CH:37]=[CH:36][CH:35]=[C:34]([Cl:38])[C:10]=1[C:11]([NH:13][C:14]1[CH:26]=[C:25]([O:27][C:28]2[CH:33]=[CH:32][CH:31]=[CH:30][CH:29]=2)[CH:24]=[CH:23][C:15]=1[C:16]([O:18]C(C)(C)C)=[O:17])=[O:12]. (5) Given the product [C:1]([O:5][NH:6][C:7]([C:9]1[CH:18]=[C:17]2[C:12]([CH2:13][CH2:14][C:15]([CH3:20])([CH3:19])[NH:16]2)=[CH:11][CH:10]=1)=[O:8])([CH3:4])([CH3:2])[CH3:3], predict the reactants needed to synthesize it. The reactants are: [C:1]([O:5][NH:6][C:7]([C:9]1[CH:18]=[C:17]2[C:12]([CH:13]=[CH:14][C:15]([CH3:20])([CH3:19])[NH:16]2)=[CH:11][CH:10]=1)=[O:8])([CH3:4])([CH3:3])[CH3:2]. (6) Given the product [S:1]1[CH:5]=[CH:4][C:3]2[CH:6]=[C:7]([CH2:10][S:11]([N:14]([CH2:26][CH2:27][O:28][CH2:29][CH2:30][O:31][CH3:32])[C@H:15]([C:20]3[CH:21]=[CH:22][CH:23]=[CH:24][CH:25]=3)[C:16]([NH:18][OH:19])=[O:17])(=[O:13])=[O:12])[CH:8]=[CH:9][C:2]1=2, predict the reactants needed to synthesize it. The reactants are: [S:1]1[CH:5]=[CH:4][C:3]2[CH:6]=[C:7]([CH2:10][S:11]([N:14]([CH2:26][CH2:27][O:28][CH2:29][CH2:30][O:31][CH3:32])[C@H:15]([C:20]3[CH:25]=[CH:24][CH:23]=[CH:22][CH:21]=3)[C:16]([NH:18][OH:19])=[O:17])(=[O:13])=[O:12])[CH:8]=[CH:9][C:2]1=2.S1C=CC2C=C(CS(N(CCOCCOC)[C@H](C3C=CC=CC=3)C(O)=O)(=O)=O)C=CC1=2.C1C=NC2N(O)N=NC=2C=1.Cl.NO.CN1CCOCC1. (7) The reactants are: [OH-].[K+:2].[CH3:3][NH:4][CH2:5][CH2:6][S:7]([OH:10])(=[O:9])=[O:8]. Given the product [K+:2].[CH3:3][NH:4][CH2:5][CH2:6][S:7]([O-:10])(=[O:9])=[O:8], predict the reactants needed to synthesize it.